From a dataset of Forward reaction prediction with 1.9M reactions from USPTO patents (1976-2016). Predict the product of the given reaction. (1) The product is: [CH3:24][O:23][C:18]1[CH:17]=[C:16]([CH2:15][NH:14][CH:11]2[CH2:10][CH2:9][NH:8][CH2:13][CH2:12]2)[CH:21]=[CH:20][C:19]=1[OH:22]. Given the reactants C(OC([N:8]1[CH2:13][CH2:12][CH:11]([NH:14][CH2:15][C:16]2[CH:21]=[CH:20][C:19]([OH:22])=[C:18]([O:23][CH3:24])[CH:17]=2)[CH2:10][CH2:9]1)=O)(C)(C)C.Cl, predict the reaction product. (2) Given the reactants [CH2:1]([O:8][C:9]([NH:11][C@H:12]([C:17]([OH:19])=[O:18])[CH2:13][C:14]([OH:16])=O)=[O:10])[C:2]1[CH:7]=[CH:6][CH:5]=[CH:4][CH:3]=1.C(Cl)(=O)C.C1(C)C=CC=CC=1.CN(C)C=O, predict the reaction product. The product is: [CH2:1]([O:8][C:9]([NH:11][C@@H:12]1[C:17](=[O:18])[O:19][C:14](=[O:16])[CH2:13]1)=[O:10])[C:2]1[CH:3]=[CH:4][CH:5]=[CH:6][CH:7]=1. (3) Given the reactants [C:1]([C:5]1[CH:10]=[CH:9][C:8]([C:11]2[NH:12][C:13]([C:25]3[CH:30]=[CH:29][C:28]([Cl:31])=[CH:27][CH:26]=3)([CH3:24])[C:14]([C:17]3[CH:22]=[CH:21][C:20]([Cl:23])=[CH:19][CH:18]=3)([CH3:16])[N:15]=2)=[C:7]([O:32][CH2:33][CH3:34])[CH:6]=1)([CH3:4])([CH3:3])[CH3:2].[CH:35]1([C:39](Cl)=[O:40])[CH2:38][CH2:37][CH2:36]1, predict the reaction product. The product is: [C:1]([C:5]1[CH:10]=[CH:9][C:8]([C:11]2[N:15]([C:39]([CH:35]3[CH2:38][CH2:37][CH2:36]3)=[O:40])[C@@:14]([C:17]3[CH:22]=[CH:21][C:20]([Cl:23])=[CH:19][CH:18]=3)([CH3:16])[C@@:13]([C:25]3[CH:26]=[CH:27][C:28]([Cl:31])=[CH:29][CH:30]=3)([CH3:24])[N:12]=2)=[C:7]([O:32][CH2:33][CH3:34])[CH:6]=1)([CH3:2])([CH3:3])[CH3:4]. (4) The product is: [CH2:17]([O:21][C:22]1[CH:27]=[C:26]([C:2]2[N:3]=[C:4]3[C:10]([C:11](=[O:16])[C:12]([CH3:15])([CH3:14])[CH3:13])=[CH:9][NH:8][C:5]3=[N:6][CH:7]=2)[CH:25]=[CH:24][CH:23]=1)[CH:18]([CH3:20])[CH3:19]. Given the reactants Br[C:2]1[N:3]=[C:4]2[C:10]([C:11](=[O:16])[C:12]([CH3:15])([CH3:14])[CH3:13])=[CH:9][NH:8][C:5]2=[N:6][CH:7]=1.[CH2:17]([O:21][C:22]1[CH:23]=[C:24](B(O)O)[CH:25]=[CH:26][CH:27]=1)[CH:18]([CH3:20])[CH3:19], predict the reaction product. (5) Given the reactants Cl[C:2]1[C:11]2[C:6](=[CH:7][C:8]([F:14])=[C:9]([O:12][CH3:13])[CH:10]=2)[N:5]=[CH:4][C:3]=1[C:15]#[N:16].[Cl:17][C:18]1[CH:19]=[C:20]([NH2:35])[CH:21]=[CH:22][C:23]=1[S:24][C:25]1[N:26]([CH2:32][CH2:33][CH3:34])[C:27]([CH3:31])=[C:28]([CH3:30])[N:29]=1.Cl.N1C=CC=CC=1, predict the reaction product. The product is: [Cl:17][C:18]1[CH:19]=[C:20]([NH:35][C:2]2[C:11]3[C:6](=[CH:7][C:8]([F:14])=[C:9]([O:12][CH3:13])[CH:10]=3)[N:5]=[CH:4][C:3]=2[C:15]#[N:16])[CH:21]=[CH:22][C:23]=1[S:24][C:25]1[N:26]([CH2:32][CH2:33][CH3:34])[C:27]([CH3:31])=[C:28]([CH3:30])[N:29]=1. (6) Given the reactants [NH2:1][C:2]1[CH:10]=[C:9]([Br:11])[C:8]([F:12])=[CH:7][C:3]=1[C:4]([OH:6])=[O:5].[N:13]([O-])=O.[Na+].O.O.[Sn](Cl)[Cl:20], predict the reaction product. The product is: [ClH:20].[Br:11][C:9]1[C:8]([F:12])=[CH:7][C:3]([C:4]([OH:6])=[O:5])=[C:2]([NH:1][NH2:13])[CH:10]=1. (7) Given the reactants [NH2:1][C:2]1[CH:3]=[C:4]([C:8]2[C:13]([NH:14][C:15]3[CH:20]=[CH:19][CH:18]=[C:17]([F:21])[CH:16]=3)=[CH:12][N:11]=[C:10]([Cl:22])[N:9]=2)[CH:5]=[CH:6][CH:7]=1.[C:23](Cl)(=[O:26])[CH:24]=[CH2:25].C(N(CC)CC)C, predict the reaction product. The product is: [Cl:22][C:10]1[N:9]=[C:8]([C:4]2[CH:3]=[C:2]([NH:1][C:23](=[O:26])[CH:24]=[CH2:25])[CH:7]=[CH:6][CH:5]=2)[C:13]([NH:14][C:15]2[CH:20]=[CH:19][CH:18]=[C:17]([F:21])[CH:16]=2)=[CH:12][N:11]=1.